Regression/Classification. Given a drug SMILES string, predict its absorption, distribution, metabolism, or excretion properties. Task type varies by dataset: regression for continuous measurements (e.g., permeability, clearance, half-life) or binary classification for categorical outcomes (e.g., BBB penetration, CYP inhibition). Dataset: cyp3a4_veith. From a dataset of CYP3A4 inhibition data for predicting drug metabolism from PubChem BioAssay. (1) The compound is O=C(Nn1cnc2ccccc2c1=O)c1ccc(F)cc1Cl. The result is 0 (non-inhibitor). (2) The molecule is COCCn1c(=O)cnc2cnc(OC)nc21. The result is 0 (non-inhibitor).